From a dataset of Reaction yield outcomes from USPTO patents with 853,638 reactions. Predict the reaction yield, written as a fraction of the theoretical maximum amount of product (1.0 means a 100% yield; for example, 0.34 means a 34% yield). The reactants are [CH3:1][C:2]1([CH3:27])[CH2:5][CH:4]([CH:6]([NH:16][C:17]2[CH:18]=[N:19][C:20]3[C:25]([CH:26]=2)=[CH:24][CH:23]=[CH:22][CH:21]=3)[C:7]2[CH:15]=[CH:14][C:10]([C:11](O)=[O:12])=[CH:9][CH:8]=2)[CH2:3]1.[CH2:28]([O:30][C:31](=[O:35])[CH2:32][CH2:33][NH2:34])[CH3:29].ON1C2N=CC=CC=2N=N1.Cl.C(N=C=NCCCN(C)C)C.C(N(CC)CC)C. The catalyst is C(Cl)Cl. The product is [CH3:27][C:2]1([CH3:1])[CH2:5][CH:4]([CH:6]([NH:16][C:17]2[CH:18]=[N:19][C:20]3[C:21]([CH:26]=2)=[CH:22][CH:23]=[CH:24][CH:25]=3)[C:7]2[CH:15]=[CH:14][C:10]([C:11]([NH:34][CH2:33][CH2:32][C:31]([O:30][CH2:28][CH3:29])=[O:35])=[O:12])=[CH:9][CH:8]=2)[CH2:3]1. The yield is 0.660.